From a dataset of Reaction yield outcomes from USPTO patents with 853,638 reactions. Predict the reaction yield, written as a fraction of the theoretical maximum amount of product (1.0 means a 100% yield; for example, 0.34 means a 34% yield). The reactants are [CH3:1][O:2][C:3]1[CH:12]=[C:11]([O:13][CH3:14])[CH:10]=[C:9]2[C:4]=1[C:5](=[O:34])[NH:6][C:7]([C:15]1[CH:20]=[CH:19][C:18]([N:21]3[CH2:26][CH2:25][CH:24]([N:27]([CH:31]([CH3:33])[CH3:32])C(=O)C)[CH2:23][CH2:22]3)=[CH:17][CH:16]=1)=[N:8]2.[OH-].[Na+]. The catalyst is Cl. The product is [CH:31]([NH:27][CH:24]1[CH2:25][CH2:26][N:21]([C:18]2[CH:19]=[CH:20][C:15]([C:7]3[NH:6][C:5](=[O:34])[C:4]4[C:9](=[CH:10][C:11]([O:13][CH3:14])=[CH:12][C:3]=4[O:2][CH3:1])[N:8]=3)=[CH:16][CH:17]=2)[CH2:22][CH2:23]1)([CH3:33])[CH3:32]. The yield is 0.520.